This data is from Full USPTO retrosynthesis dataset with 1.9M reactions from patents (1976-2016). The task is: Predict the reactants needed to synthesize the given product. (1) Given the product [CH2:19]([O:18][C:16](=[O:17])[NH:6][C:5]1[CH:7]=[CH:8][C:2]([Br:1])=[C:3]([F:9])[CH:4]=1)[C:20]1[CH:25]=[CH:24][CH:23]=[CH:22][CH:21]=1, predict the reactants needed to synthesize it. The reactants are: [Br:1][C:2]1[CH:8]=[CH:7][C:5]([NH2:6])=[CH:4][C:3]=1[F:9].C(=O)(O)[O-].[Na+].Cl[C:16]([O:18][CH2:19][C:20]1[CH:25]=[CH:24][CH:23]=[CH:22][CH:21]=1)=[O:17]. (2) Given the product [O:11]1[CH2:16][CH2:15][N:14]([C:2]2[CH:7]=[C:6]([NH2:8])[CH:5]=[N:4][CH:3]=2)[CH2:13][CH2:12]1, predict the reactants needed to synthesize it. The reactants are: Cl[C:2]1[CH:3]=[N:4][CH:5]=[C:6]([N+:8]([O-])=O)[CH:7]=1.[O:11]1[CH2:16][CH2:15][N:14](C2C=CC(N)=NC=2)[CH2:13][CH2:12]1.